Dataset: Reaction yield outcomes from USPTO patents with 853,638 reactions. Task: Predict the reaction yield, written as a fraction of the theoretical maximum amount of product (1.0 means a 100% yield; for example, 0.34 means a 34% yield). (1) The reactants are [CH2:1]([NH:8][C:9]([C:11]1[S:15][C:14](Br)=[N:13][C:12]=1[CH3:17])=[O:10])[C:2]1[CH:7]=[CH:6][CH:5]=[CH:4][CH:3]=1.[NH:18]1[C:22](B(O)O)=[CH:21][CH:20]=[N:19]1.C(=O)([O-])[O-].[K+].[K+].CCCCCC. The catalyst is C1(C)C=CC=CC=1.O.C(O)C.C1C=CC([P]([Pd]([P](C2C=CC=CC=2)(C2C=CC=CC=2)C2C=CC=CC=2)([P](C2C=CC=CC=2)(C2C=CC=CC=2)C2C=CC=CC=2)[P](C2C=CC=CC=2)(C2C=CC=CC=2)C2C=CC=CC=2)(C2C=CC=CC=2)C2C=CC=CC=2)=CC=1. The product is [CH2:1]([NH:8][C:9]([C:11]1[S:15][C:14]([C:22]2[NH:18][N:19]=[CH:20][CH:21]=2)=[N:13][C:12]=1[CH3:17])=[O:10])[C:2]1[CH:7]=[CH:6][CH:5]=[CH:4][CH:3]=1. The yield is 0.660. (2) The reactants are [N:1]1([C:7]2[CH:8]=[C:9]([CH:12]=[C:13]([N+:15]([O-])=O)[CH:14]=2)[C:10]#[N:11])[CH2:6][CH2:5][O:4][CH2:3][CH2:2]1.C([O-])=O.[NH4+]. The catalyst is [Pd].C1COCC1. The product is [NH2:15][C:13]1[CH:12]=[C:9]([CH:8]=[C:7]([N:1]2[CH2:6][CH2:5][O:4][CH2:3][CH2:2]2)[CH:14]=1)[C:10]#[N:11]. The yield is 0.870. (3) The reactants are Br[C:2]1[CH:3]=[N:4][N:5]([CH3:17])[C:6]=1[C:7]1[CH:8]=[C:9]([C:13]([O:15][CH3:16])=[O:14])[S:10][C:11]=1[CH3:12].[CH3:18]B1OB(C)OB(C)O1.C([O-])([O-])=O.[K+].[K+]. The catalyst is CN(C)C=O.C1C=CC(P(C2C=CC=CC=2)[C-]2C=CC=C2)=CC=1.C1C=CC(P(C2C=CC=CC=2)[C-]2C=CC=C2)=CC=1.Cl[Pd]Cl.[Fe+2]. The product is [CH3:17][N:5]1[C:6]([C:7]2[CH:8]=[C:9]([C:13]([O:15][CH3:16])=[O:14])[S:10][C:11]=2[CH3:12])=[C:2]([CH3:18])[CH:3]=[N:4]1. The yield is 0.580. (4) The reactants are Cl[C:2]1[C:7]([N:8]=[C:9]=[S:10])=[CH:6][CH:5]=[CH:4][N:3]=1.[Br:11][C:12]1[C:13]([NH2:18])=[N:14][CH:15]=[CH:16][CH:17]=1. The catalyst is CN(C=O)C. The product is [Br:11][C:12]1[C:13]([NH:18][C:9]2[S:10][C:2]3[C:7]([N:8]=2)=[CH:6][CH:5]=[CH:4][N:3]=3)=[N:14][CH:15]=[CH:16][CH:17]=1. The yield is 0.368. (5) The reactants are [N+:1]([C:4]1[CH:24]=[CH:23][C:7]([O:8][C:9]2[C:18]3[C:13](=[CH:14][C:15]([O:19][CH2:20][CH2:21][OH:22])=[CH:16][CH:17]=3)[N:12]=[CH:11][CH:10]=2)=[CH:6][CH:5]=1)([O-])=O.C(O[K])=O. The catalyst is O.C1COCC1.CCOC(C)=O.[Pd]. The product is [NH2:1][C:4]1[CH:5]=[CH:6][C:7]([O:8][C:9]2[C:18]3[C:13](=[CH:14][C:15]([O:19][CH2:20][CH2:21][OH:22])=[CH:16][CH:17]=3)[N:12]=[CH:11][CH:10]=2)=[CH:23][CH:24]=1. The yield is 0.473. (6) The reactants are [CH2:1]([O:3][C:4]1([C:7]2[CH:12]=[CH:11][C:10]([C:13]#[C:14][C:15]3[CH:25]=[CH:24][C:18]([C:19]([O:21]CC)=[O:20])=[CH:17][CH:16]=3)=[CH:9][C:8]=2[CH:26]([CH3:28])[CH3:27])[CH2:6][CH2:5]1)[CH3:2].[OH-].[Na+]. The catalyst is C(O)C.O1CCCC1. The product is [CH2:1]([O:3][C:4]1([C:7]2[CH:12]=[CH:11][C:10]([C:13]#[C:14][C:15]3[CH:16]=[CH:17][C:18]([C:19]([OH:21])=[O:20])=[CH:24][CH:25]=3)=[CH:9][C:8]=2[CH:26]([CH3:27])[CH3:28])[CH2:6][CH2:5]1)[CH3:2]. The yield is 0.920. (7) The reactants are [OH:1][C:2]1[CH:14]=[CH:13][C:12]2[C:11]3[C:6](=[CH:7][C:8]([OH:15])=[CH:9][CH:10]=3)[C:5](=[O:16])[C:4]=2[CH:3]=1.[C:17]([N:24]1[CH2:28][CH2:27][CH2:26][C@@H:25]1[CH2:29]O)([O:19][C:20]([CH3:23])([CH3:22])[CH3:21])=[O:18].[C:48]1(P([C:44]2[CH:49]=[CH:48][CH:47]=[CH:46]C=2)[C:48]2[CH:49]=[CH:44]C=[CH:46][CH:47]=2)[CH:49]=[CH:44]C=[CH:46][CH:47]=1.[CH3:50][C:51]([O:54][C:55](/[N:57]=[N:57]/[C:55]([O:54][C:51]([CH3:53])([CH3:52])[CH3:50])=[O:56])=[O:56])([CH3:53])[CH3:52]. The catalyst is C1COCC1. The product is [C:55]([N:57]1[CH2:46][CH2:47][CH2:48][C@@H:49]1[CH2:44][O:1][C:2]1[CH:14]=[CH:13][C:12]2[C:11]3[C:6](=[CH:7][C:8]([O:15][CH2:29][C@H:25]4[CH2:26][CH2:27][CH2:28][N:24]4[C:17]([O:19][C:20]([CH3:21])([CH3:22])[CH3:23])=[O:18])=[CH:9][CH:10]=3)[C:5](=[O:16])[C:4]=2[CH:3]=1)([O:54][C:51]([CH3:53])([CH3:52])[CH3:50])=[O:56]. The yield is 0.540. (8) The reactants are Cl.[CH3:2][O:3][C:4](=[O:21])[CH:5]([NH:13]CC1C=CC=CC=1)[C:6]1[CH:11]=[CH:10][C:9]([F:12])=[CH:8][CH:7]=1.C([O-])=O.[NH4+]. The catalyst is C(O)(C)C.[Pd]. The product is [CH3:2][O:3][C:4](=[O:21])[CH:5]([NH2:13])[C:6]1[CH:11]=[CH:10][C:9]([F:12])=[CH:8][CH:7]=1. The yield is 0.870.